From a dataset of Catalyst prediction with 721,799 reactions and 888 catalyst types from USPTO. Predict which catalyst facilitates the given reaction. (1) Reactant: [C:1](#N)[CH3:2].[SH:4][C:5]1[CH:21]=[CH:20][CH:19]=[C:7]2[C:8]([N:10]([C:13]3[CH:18]=[CH:17][CH:16]=[CH:15][CH:14]=3)[C:11](=[O:12])[C:6]=12)=[O:9].C(I)C.C(=O)([O-])[O-].[K+].[K+]. Product: [CH2:1]([S:4][C:5]1[CH:21]=[CH:20][CH:19]=[C:7]2[C:8]([N:10]([C:13]3[CH:18]=[CH:17][CH:16]=[CH:15][CH:14]=3)[C:11](=[O:12])[C:6]=12)=[O:9])[CH3:2]. The catalyst class is: 6. (2) Reactant: [BH4-].[Na+].[CH3:3][O:4][C:5]([CH:7]1[CH2:11][C:10](=[O:12])[CH:9]=[C:8]1[C:13]([O:15][CH3:16])=[O:14])=[O:6]. Product: [CH3:16][O:15][C:13]([CH:8]1[CH2:9][CH:10]([OH:12])[CH:11]=[C:7]1[C:5]([O:4][CH3:3])=[O:6])=[O:14]. The catalyst class is: 5. (3) Reactant: [Br:1][C:2]1[CH:8]=[CH:7][C:5]([NH2:6])=[C:4]([CH3:9])[CH:3]=1.[N:10]([O-])=O.[Na+].[ClH:14]. Product: [ClH:14].[Br:1][C:2]1[CH:8]=[CH:7][C:5]([NH:6][NH2:10])=[C:4]([CH3:9])[CH:3]=1. The catalyst class is: 6. (4) Product: [CH3:1][O:2][C:3]1[CH:4]=[C:5]2[C:9](=[C:10]([C:12]([F:13])([F:15])[F:14])[CH:11]=1)[NH:8][C:7]([C:16]1[C:17]([CH3:23])=[N:18][N:19]([CH3:22])[C:20]=1[CH3:21])=[C:6]2/[CH:24]=[C:37]1\[O:38][C:34]2[CH:33]=[CH:32][C:31]([NH:30][C:28]([NH:27][CH3:26])=[O:29])=[CH:40][C:35]=2[C:36]\1=[O:39]. Reactant: [CH3:1][O:2][C:3]1[CH:4]=[C:5]2[C:9](=[C:10]([C:12]([F:15])([F:14])[F:13])[CH:11]=1)[NH:8][C:7]([C:16]1[C:17]([CH3:23])=[N:18][N:19]([CH3:22])[C:20]=1[CH3:21])=[C:6]2[CH:24]=O.[CH3:26][NH:27][C:28]([NH:30][C:31]1[CH:32]=[CH:33][C:34]2[O:38][CH2:37][C:36](=[O:39])[C:35]=2[CH:40]=1)=[O:29].CCOC(C)=O. The catalyst class is: 422. (5) Reactant: [C:1]([O:5][C:6]([N:8]1[C@H:17]([C:18]([NH:20][C@H:21]([CH2:40][C:41]2[CH:46]=[CH:45][C:44]([Cl:47])=[CH:43][CH:42]=2)[C:22]([N:24]2[CH2:29][CH2:28][N:27]([C:30]3[CH:39]=[CH:38][CH:37]=[CH:36][C:31]=3[C:32]([O:34]C)=[O:33])[CH2:26][CH2:25]2)=[O:23])=[O:19])[CH2:16][C:15]2[C:10](=[CH:11][CH:12]=[CH:13][CH:14]=2)[CH2:9]1)=[O:7])([CH3:4])([CH3:3])[CH3:2].[Li+].[OH-]. Product: [C:1]([O:5][C:6]([N:8]1[C@H:17]([C:18]([NH:20][C@H:21]([CH2:40][C:41]2[CH:42]=[CH:43][C:44]([Cl:47])=[CH:45][CH:46]=2)[C:22]([N:24]2[CH2:29][CH2:28][N:27]([C:30]3[CH:39]=[CH:38][CH:37]=[CH:36][C:31]=3[C:32]([OH:34])=[O:33])[CH2:26][CH2:25]2)=[O:23])=[O:19])[CH2:16][C:15]2[C:10](=[CH:11][CH:12]=[CH:13][CH:14]=2)[CH2:9]1)=[O:7])([CH3:4])([CH3:2])[CH3:3]. The catalyst class is: 20. (6) Reactant: [Br:1][C:2]1[N:6]=[CH:5][NH:4][N:3]=1.C(=O)([O-])[O-].[Cs+].[Cs+].I[C:14]1[CH:19]=[CH:18][C:17]([O:20][C:21]([F:24])([F:23])[F:22])=[CH:16][CH:15]=1. Product: [Br:1][C:2]1[N:6]=[CH:5][N:4]([C:14]2[CH:15]=[CH:16][C:17]([O:20][C:21]([F:22])([F:23])[F:24])=[CH:18][CH:19]=2)[N:3]=1. The catalyst class is: 156. (7) Reactant: [C:1]([C:5]1[CH:10]=[CH:9][C:8]([N:11]=[C:12]=[O:13])=[CH:7][CH:6]=1)([CH3:4])([CH3:3])[CH3:2].C(Cl)Cl.[CH2:17]([C:24]1[CH2:28][C:27]2([CH2:33][CH2:32][NH:31][CH2:30][CH2:29]2)[O:26][N:25]=1)[C:18]1[CH:23]=[CH:22][CH:21]=[CH:20][CH:19]=1. Product: [C:1]([C:5]1[CH:10]=[CH:9][C:8]([NH:11][C:12]([N:31]2[CH2:32][CH2:33][C:27]3([O:26][N:25]=[C:24]([CH2:17][C:18]4[CH:19]=[CH:20][CH:21]=[CH:22][CH:23]=4)[CH2:28]3)[CH2:29][CH2:30]2)=[O:13])=[CH:7][CH:6]=1)([CH3:4])([CH3:2])[CH3:3]. The catalyst class is: 27. (8) Reactant: [CH:1]1([CH2:7][CH2:8][CH2:9][C@@H:10]([C:19]2[O:23][N:22]=[C:21]([C:24]([N:26]3[CH2:31][CH2:30][CH2:29][CH2:28][CH2:27]3)=[O:25])[N:20]=2)[CH2:11][C:12]([O:14]C(C)(C)C)=[O:13])[CH2:6][CH2:5][CH2:4][CH2:3][CH2:2]1.FC(F)(F)C(O)=O. Product: [CH:1]1([CH2:7][CH2:8][CH2:9][C@@H:10]([C:19]2[O:23][N:22]=[C:21]([C:24]([N:26]3[CH2:31][CH2:30][CH2:29][CH2:28][CH2:27]3)=[O:25])[N:20]=2)[CH2:11][C:12]([OH:14])=[O:13])[CH2:2][CH2:3][CH2:4][CH2:5][CH2:6]1. The catalyst class is: 4. (9) Reactant: [F:1][C:2]1[C:7]([N+:8]([O-])=O)=[CH:6][C:5]([CH2:11][C:12]([O:14][CH2:15][CH3:16])=[O:13])=[C:4]([CH3:17])[CH:3]=1. Product: [NH2:8][C:7]1[C:2]([F:1])=[CH:3][C:4]([CH3:17])=[C:5]([CH2:11][C:12]([O:14][CH2:15][CH3:16])=[O:13])[CH:6]=1. The catalyst class is: 50. (10) Reactant: [I:1][C:2]1[C:13]([C:14]([O:16][CH2:17][CH3:18])=[O:15])=[C:5]2[C:6](=O)[NH:7][C:8]3([CH2:11][CH2:10]3)[CH2:9][N:4]2[N:3]=1.CSC. Product: [I:1][C:2]1[C:13]([C:14]([O:16][CH2:17][CH3:18])=[O:15])=[C:5]2[CH2:6][NH:7][C:8]3([CH2:11][CH2:10]3)[CH2:9][N:4]2[N:3]=1. The catalyst class is: 1.